From a dataset of NCI-60 drug combinations with 297,098 pairs across 59 cell lines. Regression. Given two drug SMILES strings and cell line genomic features, predict the synergy score measuring deviation from expected non-interaction effect. (1) Drug 1: C1CN1C2=NC(=NC(=N2)N3CC3)N4CC4. Drug 2: COCCOC1=C(C=C2C(=C1)C(=NC=N2)NC3=CC=CC(=C3)C#C)OCCOC.Cl. Cell line: HOP-92. Synergy scores: CSS=20.1, Synergy_ZIP=-5.49, Synergy_Bliss=0.0890, Synergy_Loewe=-0.434, Synergy_HSA=2.47. (2) Drug 1: C1=CN(C=N1)CC(O)(P(=O)(O)O)P(=O)(O)O. Drug 2: CCN(CC)CCCC(C)NC1=C2C=C(C=CC2=NC3=C1C=CC(=C3)Cl)OC. Cell line: MDA-MB-231. Synergy scores: CSS=22.7, Synergy_ZIP=-7.40, Synergy_Bliss=-7.55, Synergy_Loewe=-0.748, Synergy_HSA=-3.94. (3) Drug 1: CN(CCCl)CCCl.Cl. Drug 2: COC1=C2C(=CC3=C1OC=C3)C=CC(=O)O2. Cell line: SF-295. Synergy scores: CSS=5.20, Synergy_ZIP=-4.66, Synergy_Bliss=-0.728, Synergy_Loewe=-6.32, Synergy_HSA=-1.09. (4) Drug 2: C1CC(C1)(C(=O)O)C(=O)O.[NH2-].[NH2-].[Pt+2]. Cell line: UACC-257. Synergy scores: CSS=12.5, Synergy_ZIP=-5.41, Synergy_Bliss=-1.81, Synergy_Loewe=-2.07, Synergy_HSA=-0.607. Drug 1: CC1OCC2C(O1)C(C(C(O2)OC3C4COC(=O)C4C(C5=CC6=C(C=C35)OCO6)C7=CC(=C(C(=C7)OC)O)OC)O)O. (5) Drug 1: C1=NNC2=C1C(=O)NC=N2. Drug 2: CC1=C(C(=O)C2=C(C1=O)N3CC4C(C3(C2COC(=O)N)OC)N4)N. Cell line: A549. Synergy scores: CSS=26.8, Synergy_ZIP=1.33, Synergy_Bliss=-0.190, Synergy_Loewe=-28.3, Synergy_HSA=-3.83.